From a dataset of Peptide-MHC class I binding affinity with 185,985 pairs from IEDB/IMGT. Regression. Given a peptide amino acid sequence and an MHC pseudo amino acid sequence, predict their binding affinity value. This is MHC class I binding data. (1) The peptide sequence is WYKMWRVSK. The MHC is HLA-B27:03 with pseudo-sequence HLA-B27:03. The binding affinity (normalized) is 0.0847. (2) The peptide sequence is PDFNELFQL. The MHC is HLA-B44:03 with pseudo-sequence HLA-B44:03. The binding affinity (normalized) is 0.0719. (3) The peptide sequence is TERQANFL. The MHC is Mamu-A11 with pseudo-sequence Mamu-A11. The binding affinity (normalized) is 0.476. (4) The peptide sequence is QVQMLINTY. The MHC is HLA-B46:01 with pseudo-sequence HLA-B46:01. The binding affinity (normalized) is 0.0847. (5) The peptide sequence is WHTTKGAAL. The MHC is HLA-B40:01 with pseudo-sequence HLA-B40:01. The binding affinity (normalized) is 0.0847. (6) The peptide sequence is LEEDIQHFL. The MHC is HLA-A80:01 with pseudo-sequence HLA-A80:01. The binding affinity (normalized) is 0.0847.